Predict the product of the given reaction. From a dataset of Forward reaction prediction with 1.9M reactions from USPTO patents (1976-2016). The product is: [Cl:1][C:2]1[CH:3]=[C:4]2[C:8](=[C:9]([CH:11]([O:13][CH2:14][C:15]3([C:28]4[CH:29]=[CH:30][CH:31]=[CH:32][CH:33]=4)[CH2:16][CH2:17][NH:18][CH2:19][CH2:20]3)[CH3:12])[CH:10]=1)[N:7]([CH3:34])[N:6]=[CH:5]2. Given the reactants [Cl:1][C:2]1[CH:3]=[C:4]2[C:8](=[C:9]([CH:11]([O:13][CH2:14][C:15]3([C:28]4[CH:33]=[CH:32][CH:31]=[CH:30][CH:29]=4)[CH2:20][CH2:19][N:18](C(OC(C)(C)C)=O)[CH2:17][CH2:16]3)[CH3:12])[CH:10]=1)[N:7]([CH3:34])[N:6]=[CH:5]2.FC(F)(F)C(O)=O.C(Cl)Cl, predict the reaction product.